This data is from Reaction yield outcomes from USPTO patents with 853,638 reactions. The task is: Predict the reaction yield, written as a fraction of the theoretical maximum amount of product (1.0 means a 100% yield; for example, 0.34 means a 34% yield). The reactants are [Cl-].C([N+]1C=CC(C(=O)NCC(C2C=CC=CC=2)COCC2C=CC(C(F)(F)F)=C(C(F)(F)F)C=2)=CC=1)C1C=CC=CC=1.[CH3:43][N:44]([CH3:54])[C:45]1[CH:53]=[CH:52][C:48]([C:49]([OH:51])=O)=[CH:47][CH:46]=1.Cl.[F:56][C:57]([F:81])([F:80])[C:58]1[CH:59]=[C:60]([CH:73]=[C:74]([C:76]([F:79])([F:78])[F:77])[CH:75]=1)[CH2:61][O:62][CH2:63][CH:64]([C:67]1[CH:72]=[CH:71][CH:70]=[CH:69][CH:68]=1)[CH2:65][NH2:66].C(N(CC)CC)C.CCN=C=NCCCN(C)C.Cl. The yield is 0.820. The catalyst is C(Cl)Cl. The product is [F:56][C:57]([F:80])([F:81])[C:58]1[CH:59]=[C:60]([CH:73]=[C:74]([C:76]([F:77])([F:79])[F:78])[CH:75]=1)[CH2:61][O:62][CH2:63][CH:64]([C:67]1[CH:72]=[CH:71][CH:70]=[CH:69][CH:68]=1)[CH2:65][NH:66][C:49](=[O:51])[C:48]1[CH:47]=[CH:46][C:45]([N:44]([CH3:43])[CH3:54])=[CH:53][CH:52]=1.